This data is from Full USPTO retrosynthesis dataset with 1.9M reactions from patents (1976-2016). The task is: Predict the reactants needed to synthesize the given product. (1) Given the product [CH3:13][O:12][C:5]1[CH:6]=[C:7]([CH2:9][O:10][CH3:11])[CH:8]=[C:3]([O:2][CH3:1])[C:4]=1[C:14]1[N:19]2[N:20]=[C:21]([CH2:26][CH3:27])[C:22]([NH2:23])=[C:18]2[CH:17]=[CH:16][CH:15]=1, predict the reactants needed to synthesize it. The reactants are: [CH3:1][O:2][C:3]1[CH:8]=[C:7]([CH2:9][O:10][CH3:11])[CH:6]=[C:5]([O:12][CH3:13])[C:4]=1[C:14]1[N:19]2[N:20]=[C:21]([CH2:26][CH3:27])[C:22]([N+:23]([O-])=O)=[C:18]2[CH:17]=[CH:16][CH:15]=1. (2) The reactants are: [CH3:1][NH:2][C:3]1[CH:8]=[CH:7][CH:6]=[CH:5][CH:4]=1.[C:9](OC(Cl)(Cl)Cl)(OC(Cl)(Cl)Cl)=[O:10].CCN(CC)CC.[O:28]1[C:34]2[CH:35]=[C:36]([C:39]([O:41][CH3:42])=[O:40])[CH:37]=[CH:38][C:33]=2[CH2:32][NH:31][CH2:30][CH2:29]1. Given the product [CH3:1][N:2]([C:3]1[CH:8]=[CH:7][CH:6]=[CH:5][CH:4]=1)[C:9]([N:31]1[CH2:32][C:33]2[CH:38]=[CH:37][C:36]([C:39]([O:41][CH3:42])=[O:40])=[CH:35][C:34]=2[O:28][CH2:29][CH2:30]1)=[O:10], predict the reactants needed to synthesize it. (3) The reactants are: [C:1]([O:5][C:6]([N:8]1[CH2:13][CH:12]=[C:11]([O:14][Si](C)(C)C)[CH2:10][CH2:9]1)=[O:7])([CH3:4])([CH3:3])[CH3:2].[B-](F)(F)(F)[F:20].[B-](F)(F)(F)F.C1[N+]2(CCl)CC[N+](F)(CC2)C1.[Cl-].[Na+]. Given the product [C:1]([O:5][C:6]([N:8]1[CH2:13][CH2:12][C:11](=[O:14])[CH:10]([F:20])[CH2:9]1)=[O:7])([CH3:4])([CH3:3])[CH3:2], predict the reactants needed to synthesize it. (4) Given the product [Cl:26][C:27]1[CH:28]=[CH:29][C:30]([OH:50])=[C:31]([CH2:33][N:34]2[C:38]([CH3:39])=[CH:37][C:36]([NH:40][C:41](=[O:49])[CH2:42][C:43]3[CH:48]=[CH:47][CH:46]=[CH:45][N:44]=3)=[N:35]2)[CH:32]=1, predict the reactants needed to synthesize it. The reactants are: ClC1C=CC(O)=C(CN2C(C)=CC(NC(=O)CC3C=CC=CC=3)=N2)C=1.[Cl:26][C:27]1[CH:28]=[CH:29][C:30]([O:50]CC2C=CC=CC=2)=[C:31]([CH2:33][N:34]2[C:38]([CH3:39])=[CH:37][C:36]([NH:40][C:41](=[O:49])[CH2:42][C:43]3[CH:48]=[CH:47][CH:46]=[CH:45][N:44]=3)=[N:35]2)[CH:32]=1. (5) Given the product [F:34][C:33]([F:36])([F:35])[O:32][C:31]1[CH:30]=[CH:29][C:26]([CH:27]=[O:28])=[CH:25][C:24]=1[C:14]1[C:13]([CH3:20])=[CH:12][C:11]2[C:10]([CH3:22])([CH3:21])[CH2:9][CH:8]=[C:7]([C:1]3[CH:2]=[CH:3][CH:4]=[CH:5][CH:6]=3)[C:16]=2[CH:15]=1, predict the reactants needed to synthesize it. The reactants are: [C:1]1([C:7]2[C:16]3[CH:15]=[C:14](B(O)O)[C:13]([CH3:20])=[CH:12][C:11]=3[C:10]([CH3:22])([CH3:21])[CH2:9][CH:8]=2)[CH:6]=[CH:5][CH:4]=[CH:3][CH:2]=1.Br[C:24]1[CH:25]=[C:26]([CH:29]=[CH:30][C:31]=1[O:32][C:33]([F:36])([F:35])[F:34])[CH:27]=[O:28]. (6) Given the product [Cl:47][C:15]1[C:16]([NH:22][C:23]2[N:28]=[C:27]([NH:29][CH:39]3[CH2:40][CH2:41]3)[C:26]3=[N:42][CH:43]=[C:44]([C:45]#[N:46])[N:25]3[N:24]=2)=[CH:17][C:18]([C:20]#[N:21])=[CH:19][C:14]=1[N:11]1[CH2:12][CH2:13][NH:8][CH:9]([C:48]([N:49]([CH3:51])[CH3:50])=[O:52])[CH2:10]1, predict the reactants needed to synthesize it. The reactants are: C(OC([N:8]1[CH2:13][CH2:12][N:11]([C:14]2[CH:19]=[C:18]([C:20]#[N:21])[CH:17]=[C:16]([NH:22][C:23]3[N:28]=[C:27]([N:29]([CH:39]4[CH2:41][CH2:40]4)CC4C=CC(OC)=CC=4)[C:26]4=[N:42][CH:43]=[C:44]([C:45]#[N:46])[N:25]4[N:24]=3)[C:15]=2[Cl:47])[CH2:10][CH:9]1[C:48](=[O:52])[N:49]([CH3:51])[CH3:50])=O)(C)(C)C.N1C(C)=CC=CC=1C.[Si](OS(C(F)(F)F)(=O)=O)(C)(C)C.